From a dataset of Forward reaction prediction with 1.9M reactions from USPTO patents (1976-2016). Predict the product of the given reaction. (1) The product is: [Br:1][C:2]1[CH:8]=[CH:7][C:5]([NH:6][S:11]([CH3:10])(=[O:13])=[O:12])=[C:4]([F:9])[CH:3]=1. Given the reactants [Br:1][C:2]1[CH:8]=[CH:7][C:5]([NH2:6])=[C:4]([F:9])[CH:3]=1.[CH3:10][S:11](Cl)(=[O:13])=[O:12], predict the reaction product. (2) Given the reactants [NH2:1][C@@H:2]([CH2:33][C:34]1[CH:39]=[CH:38][CH:37]=[CH:36][CH:35]=1)[C@@H:3]([OH:32])[CH2:4][C@@H:5]([NH:19][C:20]([C@@H:22]([NH:27][C:28](=[O:31])[O:29][CH3:30])[C:23]([CH3:26])([CH3:25])[CH3:24])=[O:21])[CH2:6][C:7]1[CH:12]=[CH:11][C:10]([C:13]2[CH:18]=[CH:17][CH:16]=[CH:15][N:14]=2)=[CH:9][CH:8]=1.[CH3:40][C:41]([CH3:63])([CH3:62])[C@H:42]([N:46]1[CH2:50][CH2:49][N:48]([CH2:51][C:52]2[CH:57]=[CH:56][C:55]([N+:58]([O-:60])=[O:59])=[CH:54][CH:53]=2)[C:47]1=[O:61])[C:43](O)=[O:44].CCOP(ON1N=NC2C=CC=CC=2C1=O)(OCC)=O.C(N(CC)C(C)C)(C)C, predict the reaction product. The product is: [CH3:40][C:41]([CH3:63])([CH3:62])[C@H:42]([N:46]1[CH2:50][CH2:49][N:48]([CH2:51][C:52]2[CH:57]=[CH:56][C:55]([N+:58]([O-:60])=[O:59])=[CH:54][CH:53]=2)[C:47]1=[O:61])[C:43]([NH:1][C@@H:2]([CH2:33][C:34]1[CH:35]=[CH:36][CH:37]=[CH:38][CH:39]=1)[C@@H:3]([OH:32])[CH2:4][C@@H:5]([NH:19][C:20]([C@@H:22]([NH:27][C:28](=[O:31])[O:29][CH3:30])[C:23]([CH3:26])([CH3:25])[CH3:24])=[O:21])[CH2:6][C:7]1[CH:12]=[CH:11][C:10]([C:13]2[CH:18]=[CH:17][CH:16]=[CH:15][N:14]=2)=[CH:9][CH:8]=1)=[O:44]. (3) Given the reactants Cl[C:2]1[S:3][C:4]2[CH:10]=[CH:9][CH:8]=[CH:7][C:5]=2[N:6]=1.[C:11](#[N:15])[CH2:12][C:13]#[N:14].[O-]CC.[Na+].Cl, predict the reaction product. The product is: [S:3]1[C:4]2[CH:10]=[CH:9][CH:8]=[CH:7][C:5]=2[NH:6][C:2]1=[C:12]([C:11]#[N:15])[C:13]#[N:14]. (4) Given the reactants Br[C:2]1[C:15]2[CH2:14][CH2:13][N:12]3[C:8](=[N:9][C:10]([C:16]4[CH:21]=[CH:20][CH:19]=[CH:18][CH:17]=4)=[CH:11]3)[CH:7]([O:22][CH:23]3[CH2:28][CH2:27][N:26]([CH3:29])[CH2:25][CH2:24]3)[C:6]=2[CH:5]=[CH:4][CH:3]=1.[CH2:30](B1OC(C)(C)C(C)(C)O1)[C:31]1[CH:36]=[CH:35][CH:34]=[CH:33][CH:32]=1.C(=O)([O-])[O-].[K+].[K+], predict the reaction product. The product is: [CH2:30]([C:2]1[C:15]2[CH2:14][CH2:13][N:12]3[C:8](=[N:9][C:10]([C:16]4[CH:17]=[CH:18][CH:19]=[CH:20][CH:21]=4)=[CH:11]3)[CH:7]([O:22][CH:23]3[CH2:24][CH2:25][N:26]([CH3:29])[CH2:27][CH2:28]3)[C:6]=2[CH:5]=[CH:4][CH:3]=1)[C:31]1[CH:36]=[CH:35][CH:34]=[CH:33][CH:32]=1. (5) The product is: [CH:1]1([CH2:6][CH:7]([C:8]2[NH:16][C:11]3=[N:12][CH:13]=[CH:14][CH:15]=[C:10]3[CH:9]=2)[C:17]2[CH:22]=[CH:21][C:20]([S:23]([CH:26]=[CH2:27])(=[O:25])=[O:24])=[CH:19][CH:18]=2)[CH2:5][CH2:4][CH2:3][CH2:2]1. Given the reactants [CH:1]1([CH2:6][CH:7]([C:17]2[CH:22]=[CH:21][C:20]([S:23]([CH2:26][CH2:27]O)(=[O:25])=[O:24])=[CH:19][CH:18]=2)[C:8]2[NH:16][C:11]3=[N:12][CH:13]=[CH:14][CH:15]=[C:10]3[CH:9]=2)[CH2:5][CH2:4][CH2:3][CH2:2]1.C(N(CC)CC)C.CS(Cl)(=O)=O, predict the reaction product. (6) Given the reactants [NH2:1][CH2:2][C:3]1[C:12](=[O:13])[C:11]2[C:6](=[CH:7][C:8]([Cl:14])=[CH:9][CH:10]=2)[N:5]([C:15]2[CH:20]=[CH:19][CH:18]=[CH:17][CH:16]=2)[CH:4]=1.[Cl:21][C:22]1[CH:38]=[CH:37][C:25]([CH2:26][N:27]2[CH:32]=[CH:31][C:30]([C:33](O)=[O:34])=[CH:29][C:28]2=[O:36])=[CH:24][CH:23]=1, predict the reaction product. The product is: [Cl:14][C:8]1[CH:7]=[C:6]2[C:11]([C:12](=[O:13])[C:3]([CH2:2][NH:1][C:33]([C:30]3[CH:31]=[CH:32][N:27]([CH2:26][C:25]4[CH:24]=[CH:23][C:22]([Cl:21])=[CH:38][CH:37]=4)[C:28](=[O:36])[CH:29]=3)=[O:34])=[CH:4][N:5]2[C:15]2[CH:16]=[CH:17][CH:18]=[CH:19][CH:20]=2)=[CH:10][CH:9]=1. (7) Given the reactants FC(F)(F)S(O[C:7]1[C:16]2[C:11](=[CH:12][CH:13]=[C:14]([O:17][CH3:18])[N:15]=2)[N:10]=[CH:9][CH:8]=1)(=O)=O.[N:21]1([CH2:27][CH2:28][OH:29])[CH2:26][CH2:25][NH:24][CH2:23][CH2:22]1, predict the reaction product. The product is: [CH3:18][O:17][C:14]1[N:15]=[C:16]2[C:11](=[CH:12][CH:13]=1)[N:10]=[CH:9][CH:8]=[C:7]2[N:24]1[CH2:25][CH2:26][N:21]([CH2:27][CH2:28][OH:29])[CH2:22][CH2:23]1. (8) Given the reactants [F:1][C:2]1[CH:3]=[CH:4][C:5]2[N:9]=[C:8]([C:10]3[CH:11]=[CH:12][C:13]([N:16]4[CH2:21][CH2:20][CH:19]([O:22][C@@H:23]5[CH2:28][CH2:27][C@H:26]([CH2:29][C:30]([O:32]C)=[O:31])[CH2:25][CH2:24]5)[CH2:18][CH2:17]4)=[N:14][CH:15]=3)[NH:7][C:6]=2[CH:34]=1.[OH-].[Li+], predict the reaction product. The product is: [F:1][C:2]1[CH:3]=[CH:4][C:5]2[N:9]=[C:8]([C:10]3[CH:11]=[CH:12][C:13]([N:16]4[CH2:21][CH2:20][CH:19]([O:22][C@@H:23]5[CH2:24][CH2:25][C@H:26]([CH2:29][C:30]([OH:32])=[O:31])[CH2:27][CH2:28]5)[CH2:18][CH2:17]4)=[N:14][CH:15]=3)[NH:7][C:6]=2[CH:34]=1. (9) Given the reactants [CH3:1][O:2][C:3](=[O:34])[C:4]1[CH:9]=[C:8]([O:10][C:11]2[CH:16]=[CH:15][C:14]([NH2:17])=[C:13]([NH:18][CH2:19][CH2:20][CH2:21][CH3:22])[CH:12]=2)[CH:7]=[CH:6][C:5]=1[NH:23][S:24]([C:27]1[CH:32]=[CH:31][C:30]([CH3:33])=[CH:29][CH:28]=1)(=[O:26])=[O:25].[S:35](Cl)([C:38]1[CH:44]=[CH:43][C:41]([CH3:42])=[CH:40][CH:39]=1)(=[O:37])=[O:36].N1C=CC=CC=1, predict the reaction product. The product is: [CH3:1][O:2][C:3](=[O:34])[C:4]1[CH:9]=[C:8]([O:10][C:11]2[CH:16]=[CH:15][C:14]([NH:17][S:35]([C:38]3[CH:44]=[CH:43][C:41]([CH3:42])=[CH:40][CH:39]=3)(=[O:37])=[O:36])=[C:13]([NH:18][CH2:19][CH2:20][CH2:21][CH3:22])[CH:12]=2)[CH:7]=[CH:6][C:5]=1[NH:23][S:24]([C:27]1[CH:28]=[CH:29][C:30]([CH3:33])=[CH:31][CH:32]=1)(=[O:26])=[O:25].